This data is from Full USPTO retrosynthesis dataset with 1.9M reactions from patents (1976-2016). The task is: Predict the reactants needed to synthesize the given product. (1) Given the product [CH2:26]([O:28][C:29]1[CH:30]=[C:31](/[CH:32]=[CH:21]/[C:22]([O:24][CH3:25])=[O:23])[CH:34]=[CH:35][C:36]=1[OH:37])[CH3:27], predict the reactants needed to synthesize it. The reactants are: C1(P(=C=[CH:21][C:22]([O:24][CH3:25])=[O:23])(C2C=CC=CC=2)C2C=CC=CC=2)C=CC=CC=1.[CH2:26]([O:28][C:29]1[CH:30]=[C:31]([CH:34]=[CH:35][C:36]=1[OH:37])[CH:32]=O)[CH3:27]. (2) Given the product [CH:15]1([CH2:18][CH2:19][CH2:20][NH:21][C:22]([C:24]2[N:25]=[N:26][C:27]([N:30]3[CH2:31][CH2:32][N:33]([C:7](=[O:8])[C:6]4[CH:10]=[C:2]([Cl:1])[CH:3]=[CH:4][C:5]=4[C:11]([F:14])([F:13])[F:12])[CH2:34][CH2:35]3)=[CH:28][CH:29]=2)=[O:23])[CH2:17][CH2:16]1, predict the reactants needed to synthesize it. The reactants are: [Cl:1][C:2]1[CH:3]=[CH:4][C:5]([C:11]([F:14])([F:13])[F:12])=[C:6]([CH:10]=1)[C:7](Cl)=[O:8].[CH:15]1([CH2:18][CH2:19][CH2:20][NH:21][C:22]([C:24]2[N:25]=[N:26][C:27]([N:30]3[CH2:35][CH2:34][NH:33][CH2:32][CH2:31]3)=[CH:28][CH:29]=2)=[O:23])[CH2:17][CH2:16]1. (3) Given the product [CH:1]([C:10]1[CH:11]=[C:12]([C:14]([O:16][CH2:17][CH3:18])=[O:15])[NH:13][C:9]=1[CH3:8])=[O:2], predict the reactants needed to synthesize it. The reactants are: [CH3:1][O:2]C(OC)OC.[CH3:8][C:9]1[NH:13][C:12]([C:14]([O:16][CH2:17][CH3:18])=[O:15])=[CH:11][CH:10]=1. (4) Given the product [NH2:1][C:2]1[N:11]=[C:10]([CH3:12])[C:9]2[C:8](=[O:13])[CH2:7][CH:6]([C:14]3[CH:19]=[CH:18][CH:17]=[CH:16][C:15]=3[O:27][C:21]3[CH:26]=[CH:25][CH:24]=[CH:23][CH:22]=3)[CH2:5][C:4]=2[N:3]=1, predict the reactants needed to synthesize it. The reactants are: [NH2:1][C:2]1[N:11]=[C:10]([CH3:12])[C:9]2[C:8](=[O:13])[CH2:7][CH:6]([C:14]3[CH:19]=[CH:18][CH:17]=[CH:16][C:15]=3Br)[CH2:5][C:4]=2[N:3]=1.[C:21]1([OH:27])[CH:26]=[CH:25][CH:24]=[CH:23][CH:22]=1.C(=O)([O-])[O-].[Cs+].[Cs+]. (5) Given the product [Cl:12][C:13]1[N:14]=[C:15]([N:22]2[C:30]3[C:25](=[CH:26][CH:27]=[C:28]([O:31][CH2:32][C:33]([OH:35])=[O:34])[CH:29]=3)[CH2:24][CH2:23]2)[C:16]2[CH2:21][S:20](=[O:6])[CH2:19][C:17]=2[N:18]=1, predict the reactants needed to synthesize it. The reactants are: ClC1C=C(C=CC=1)C(OO)=[O:6].[Cl:12][C:13]1[N:14]=[C:15]([N:22]2[C:30]3[C:25](=[CH:26][CH:27]=[C:28]([O:31][CH2:32][C:33]([OH:35])=[O:34])[CH:29]=3)[CH2:24][CH2:23]2)[C:16]2[CH2:21][S:20][CH2:19][C:17]=2[N:18]=1.